From a dataset of Reaction yield outcomes from USPTO patents with 853,638 reactions. Predict the reaction yield, written as a fraction of the theoretical maximum amount of product (1.0 means a 100% yield; for example, 0.34 means a 34% yield). (1) The reactants are [C:1]([O:10]N1C(=O)CCC1=O)([O:3][CH2:4][CH2:5][Si:6]([CH3:9])([CH3:8])[CH3:7])=O.[C:18]([O:22][C:23]([NH:25][C@@H:26]([CH2:33][CH:34]1[CH2:39][CH2:38][CH2:37][CH2:36][CH2:35]1)[CH2:27][NH:28][CH2:29][CH2:30][CH2:31][CH3:32])=[O:24])([CH3:21])([CH3:20])[CH3:19].C([O-])([O-])=O.[Na+].[Na+].O. The catalyst is C(Cl)Cl. The product is [C:18]([O:22][C:23]([NH:25][C@@H:26]([CH2:33][CH:34]1[CH2:35][CH2:36][CH2:37][CH2:38][CH2:39]1)[CH2:27][N:28]([CH2:29][CH2:30][CH2:31][CH3:32])[C:1]([O:3][CH2:4][CH2:5][Si:6]([CH3:7])([CH3:8])[CH3:9])=[O:10])=[O:24])([CH3:19])([CH3:20])[CH3:21]. The yield is 1.06. (2) The reactants are [Cl:1][C:2]1[CH:7]=[C:6]([C:8]2[CH:13]=[CH:12]N=[C:10](Cl)[CH:9]=2)[CH:5]=[C:4]([Cl:15])[C:3]=1[S:16]([NH:19][C:20]1[C:21]([CH3:27])=[N:22][N:23]([CH3:26])[C:24]=1[CH3:25])(=[O:18])=[O:17].[CH:28]([C:30]1C=CC(B(O)O)=CC=1)=[O:29].P([O-])([O-])([O-])=O.[K+].[K+].[K+].C(Cl)Cl. The catalyst is O=O.C1C=CC(P(C2C=CC=CC=2)[C-]2C=CC=C2)=CC=1.C1C=CC(P(C2C=CC=CC=2)[C-]2C=CC=C2)=CC=1.Cl[Pd]Cl.[Fe+2].O. The product is [CH3:26][N:23]1[C:24]([CH3:25])=[C:20]([NH:19][S:16]([C:3]2[C:4]([Cl:15])=[CH:5][C:6]([C:8]3[CH:13]=[CH:12][C:30]([CH:28]=[O:29])=[CH:10][CH:9]=3)=[CH:7][C:2]=2[Cl:1])(=[O:17])=[O:18])[C:21]([CH3:27])=[N:22]1. The yield is 0.750. (3) The reactants are [N+:1]([C:4]1[CH:13]=[CH:12][C:7]2[N:8]=[C:9]([NH2:11])[S:10][C:6]=2[CH:5]=1)([O-:3])=[O:2].Br[CH:15]([CH2:20][CH3:21])[C:16]([O:18][CH3:19])=[O:17].[CH3:22][C:23]1C=CC2N=C(N)S[C:25]=2[CH:24]=1.Br[CH:34]([CH2:40][CH3:41])[C:35]([O:37]CC)=O. No catalyst specified. The product is [N+:1]([C:4]1[CH:13]=[CH:12][C:7]2[N:8]([CH:15]([CH2:20][CH3:21])[C:16]([O:18][CH3:19])=[O:17])[C:9](=[N:11][C:35](=[O:37])[C:34]3[CH:40]=[CH:41][C:24]([CH3:25])=[CH:23][CH:22]=3)[S:10][C:6]=2[CH:5]=1)([O-:3])=[O:2]. The yield is 0.600. (4) The reactants are [Cl:1][C:2]1[CH:3]=[C:4]2[CH:10]=[C:9]([Si](CC)(CC)CC)[NH:8][C:5]2=[N:6][CH:7]=1.CCCC[N+](CCCC)(CCCC)CCCC.[F-]. The catalyst is C(OCC)(=O)C. The product is [Cl:1][C:2]1[CH:3]=[C:4]2[CH:10]=[CH:9][NH:8][C:5]2=[N:6][CH:7]=1. The yield is 0.900. (5) The reactants are [Cl:1][C:2]1[N:3]=[CH:4][CH:5]=[C:6]2[C:10]([CH3:11])=[C:9]([CH3:12])[N:8]([CH2:13][C:14]3[CH:19]=[CH:18][C:17]([CH3:20])=[CH:16][CH:15]=3)[C:7]=12.[CH3:21][C:22]1[CH:29]=[CH:28][C:25]([CH2:26][NH2:27])=[CH:24][CH:23]=1. No catalyst specified. The product is [ClH:1].[CH3:12][C:9]1[N:8]([CH2:13][C:14]2[CH:19]=[CH:18][C:17]([CH3:20])=[CH:16][CH:15]=2)[C:7]2=[C:2]([NH:27][CH2:26][C:25]3[CH:28]=[CH:29][C:22]([CH3:21])=[CH:23][CH:24]=3)[N:3]=[CH:4][CH:5]=[C:6]2[C:10]=1[CH3:11]. The yield is 0.310. (6) The reactants are Cl[C:2]1[C:11]2[C:6](=[CH:7][CH:8]=[CH:9][CH:10]=2)[CH:5]=[CH:4][N+:3]=1[O-:12].[NH2:13][C@@H:14]1[CH2:19][CH2:18][CH2:17][N:16]([C:20]([O:22][C:23]([CH3:26])([CH3:25])[CH3:24])=[O:21])[CH2:15]1.CCN(C(C)C)C(C)C.O. The catalyst is CCCCO.CN(C1C=CN=CC=1)C. The product is [O-:12][N+:3]1[CH:4]=[CH:5][C:6]2[C:11](=[CH:10][CH:9]=[CH:8][CH:7]=2)[C:2]=1[NH:13][C@@H:14]1[CH2:19][CH2:18][CH2:17][N:16]([C:20]([O:22][C:23]([CH3:26])([CH3:25])[CH3:24])=[O:21])[CH2:15]1. The yield is 0.350. (7) The reactants are [F:1][C:2]1[C:3]([CH2:8][C:9]([NH:11][C:12]2[CH:17]=[CH:16][CH:15]=[C:14]([B:18]3[O:22][C:21]([CH3:24])([CH3:23])[C:20]([CH3:26])([CH3:25])[O:19]3)[C:13]=2[CH3:27])=[O:10])=[N:4][CH:5]=[CH:6][CH:7]=1.C1N=CN([C:33](N2C=NC=C2)=[O:34])C=1. The catalyst is C1(C)C=CC=CC=1.CCOC(C)=O. The product is [F:1][C:2]1[C:3]2[N:4]([C:33](=[O:34])[N:11]([C:12]3[CH:17]=[CH:16][CH:15]=[C:14]([B:18]4[O:22][C:21]([CH3:23])([CH3:24])[C:20]([CH3:26])([CH3:25])[O:19]4)[C:13]=3[CH3:27])[C:9](=[O:10])[CH:8]=2)[CH:5]=[CH:6][CH:7]=1. The yield is 0.650.